From a dataset of Full USPTO retrosynthesis dataset with 1.9M reactions from patents (1976-2016). Predict the reactants needed to synthesize the given product. (1) Given the product [CH3:2][O:3][C:4]1[N:9]=[CH:8][C:7]([CH2:10][N:11]2[C:19]3[CH:18]=[CH:17][CH:16]=[CH:15][C:14]=3[C:13]3[CH2:20][C@H:21]4[C:24](=[O:26])[N:27]([CH2:30][CH2:31][CH2:32][C:33]([O:35][C:36]([CH3:38])([CH3:37])[CH3:39])=[O:34])[C:28](=[O:29])[N:22]4[CH2:23][C:12]2=3)=[CH:6][CH:5]=1, predict the reactants needed to synthesize it. The reactants are: Cl.[CH3:2][O:3][C:4]1[N:9]=[CH:8][C:7]([CH2:10][N:11]2[C:19]3[C:14](=[CH:15][CH:16]=[CH:17][CH:18]=3)[C:13]3[CH2:20][C@@H:21]([C:24]([OH:26])=O)[NH:22][CH2:23][C:12]2=3)=[CH:6][CH:5]=1.[N:27]([CH2:30][CH2:31][CH2:32][C:33]([O:35][C:36]([CH3:39])([CH3:38])[CH3:37])=[O:34])=[C:28]=[O:29]. (2) The reactants are: [NH2:1][CH2:2][C:3]1[CH:4]=[C:5]([CH2:9][N:10]2[C:18]3[C:13](=[C:14]([O:20][CH3:21])[C:15]([F:19])=[CH:16][CH:17]=3)[C:12]([NH:22][S:23]([C:26]3[S:27][C:28]([Cl:31])=[CH:29][CH:30]=3)(=[O:25])=[O:24])=[N:11]2)[CH:6]=[CH:7][CH:8]=1.N1C=CC=CC=1.[OH-].[K+].C([O:43][C:44]([CH3:49])([CH3:48])[C:45](Cl)=[O:46])(=O)C. Given the product [Cl:31][C:28]1[S:27][C:26]([S:23]([NH:22][C:12]2[C:13]3[C:18](=[CH:17][CH:16]=[C:15]([F:19])[C:14]=3[O:20][CH3:21])[N:10]([CH2:9][C:5]3[CH:4]=[C:3]([CH2:2][NH:1][C:45](=[O:46])[C:44]([OH:43])([CH3:49])[CH3:48])[CH:8]=[CH:7][CH:6]=3)[N:11]=2)(=[O:25])=[O:24])=[CH:30][CH:29]=1, predict the reactants needed to synthesize it. (3) Given the product [O:33]1[CH:37]=[CH:36][CH:35]=[C:34]1[C:9]([NH:11][C@H:12]([C:17]([NH:19][C@H:20]([CH2:24][OH:25])[CH:21]([CH3:22])[CH3:23])=[O:18])[CH2:13][CH:14]([CH3:15])[CH3:16])=[O:10], predict the reactants needed to synthesize it. The reactants are: C1(CO[C:9]([NH:11][C@H:12]([C:17]([NH:19][C@H:20]([CH2:24][OH:25])[CH:21]([CH3:23])[CH3:22])=[O:18])[CH2:13][CH:14]([CH3:16])[CH3:15])=[O:10])C=CC=CC=1.O.C(=O)([O-])[O-].[Na+].[Na+].[O:33]1[CH:37]=[CH:36][CH:35]=[C:34]1C(Cl)=O. (4) Given the product [CH2:22]([O:24][C:25](=[O:31])/[CH:26]=[CH:27]/[C:28]([N:8]1[C:7]2[CH:10]=[CH:11][CH:12]=[C:13]([CH3:14])[C:6]=2[O:5][CH:4]([CH:1]([CH3:3])[CH3:2])[CH2:9]1)=[O:29])[CH3:23], predict the reactants needed to synthesize it. The reactants are: [CH:1]([CH:4]1[CH2:9][NH:8][C:7]2[CH:10]=[CH:11][CH:12]=[C:13]([CH3:14])[C:6]=2[O:5]1)([CH3:3])[CH3:2].C(N(CC)CC)C.[CH2:22]([O:24][C:25](=[O:31])/[CH:26]=[CH:27]/[C:28](Cl)=[O:29])[CH3:23].